This data is from Forward reaction prediction with 1.9M reactions from USPTO patents (1976-2016). The task is: Predict the product of the given reaction. (1) Given the reactants Br[C:2]1[CH:7]=[CH:6][C:5]([C:8]([CH3:11])([CH3:10])[CH3:9])=[CH:4][CH:3]=1.C([Li:16])CCC.CCCCCC.[O:23]1[CH2:27][CH2:26][CH2:25][CH2:24]1, predict the reaction product. The product is: [C:8]([C:5]1[CH:6]=[CH:7][C:2]([Li:16])=[CH:3][CH:4]=1)([CH3:11])([CH3:10])[CH3:9].[O:23]1[CH2:27][CH2:26][CH2:25][CH2:24]1. (2) Given the reactants [CH3:1][C:2]([NH:4][C:5]1[CH:10]=[CH:9][C:8]([F:11])=[CH:7][C:6]=1[N+:12]([O-])=O)=[O:3].[CH:15]([Mg]Br)=[CH2:16], predict the reaction product. The product is: [F:11][C:8]1[CH:9]=[CH:10][C:5]([NH:4][C:2](=[O:3])[CH3:1])=[C:6]2[C:7]=1[CH:15]=[CH:16][NH:12]2.